This data is from Peptide-MHC class II binding affinity with 134,281 pairs from IEDB. The task is: Regression. Given a peptide amino acid sequence and an MHC pseudo amino acid sequence, predict their binding affinity value. This is MHC class II binding data. (1) The peptide sequence is LLNAKFFHMNIYECK. The MHC is HLA-DPA10201-DPB10501 with pseudo-sequence HLA-DPA10201-DPB10501. The binding affinity (normalized) is 0.339. (2) The peptide sequence is FNNFTVSFWLRVPKV. The MHC is HLA-DPA10301-DPB10402 with pseudo-sequence HLA-DPA10301-DPB10402. The binding affinity (normalized) is 0.983.